From a dataset of Catalyst prediction with 721,799 reactions and 888 catalyst types from USPTO. Predict which catalyst facilitates the given reaction. Reactant: [Br:1][C:2]1[CH:3]=[C:4]([CH:9]=[C:10]([Br:13])[C:11]=1[CH3:12])[C:5]([O:7][CH3:8])=[O:6].[Br:14]N1C(=O)CCC1=O.C(OOC(=O)C1C=CC=CC=1)(=O)C1C=CC=CC=1. Product: [CH3:8][O:7][C:5](=[O:6])[C:4]1[CH:3]=[C:2]([Br:1])[C:11]([CH2:12][Br:14])=[C:10]([Br:13])[CH:9]=1. The catalyst class is: 53.